This data is from Forward reaction prediction with 1.9M reactions from USPTO patents (1976-2016). The task is: Predict the product of the given reaction. (1) Given the reactants Cl.[CH:2]12[O:9][CH:6]([CH2:7][CH2:8]1)[CH2:5][NH:4][CH2:3]2.[Cl:10][C:11]1[N:16]=[C:15](Cl)[N:14]=[C:13]([N:18]2[CH2:23][CH2:22][C:21](=[O:24])[CH2:20][CH2:19]2)[N:12]=1.C(=O)([O-])[O-].[Na+].[Na+], predict the reaction product. The product is: [CH:6]12[O:9][CH:2]([CH2:8][CH2:7]1)[CH2:3][N:4]([C:15]1[N:16]=[C:11]([Cl:10])[N:12]=[C:13]([N:18]3[CH2:23][CH2:22][C:21](=[O:24])[CH2:20][CH2:19]3)[N:14]=1)[CH2:5]2. (2) Given the reactants COC(C1N=C2C(C(F)(F)F)=CC([N+]([O-])=O)=CN2C=1Cl)=O.[CH3:22][O:23][C:24]([C:26]1[N:27]=[C:28]2[C:33]([C:34]([F:37])([F:36])[F:35])=[CH:32][C:31]([C:38]3[CH:43]=[CH:42][CH:41]=[CH:40][CH:39]=3)=[N:30][N:29]2[CH:44]=1)=[O:25].[Br:45]N1C(=O)CCC1=O, predict the reaction product. The product is: [CH3:22][O:23][C:24]([C:26]1[N:27]=[C:28]2[C:33]([C:34]([F:36])([F:37])[F:35])=[CH:32][C:31]([C:38]3[CH:43]=[CH:42][CH:41]=[CH:40][CH:39]=3)=[N:30][N:29]2[C:44]=1[Br:45])=[O:25]. (3) Given the reactants [Cl:1][C:2]1[C:3]2[C:10](I)=[CH:9][N:8]([CH:12]3[CH2:21][CH2:20][C:15]4([O:19][CH2:18][CH2:17][O:16]4)[CH2:14][CH2:13]3)[C:4]=2[N:5]=[CH:6][N:7]=1.[CH2:22]([O:29][C:30]1[CH:35]=[CH:34][C:33](B(O)O)=[CH:32][CH:31]=1)[C:23]1[CH:28]=[CH:27][CH:26]=[CH:25][CH:24]=1.C(=O)([O-])[O-].[Na+].[Na+], predict the reaction product. The product is: [CH2:22]([O:29][C:30]1[CH:35]=[CH:34][C:33]([C:10]2[C:3]3[C:2]([Cl:1])=[N:7][CH:6]=[N:5][C:4]=3[N:8]([CH:12]3[CH2:21][CH2:20][C:15]4([O:19][CH2:18][CH2:17][O:16]4)[CH2:14][CH2:13]3)[CH:9]=2)=[CH:32][CH:31]=1)[C:23]1[CH:28]=[CH:27][CH:26]=[CH:25][CH:24]=1. (4) Given the reactants [CH2:1]([O:3][C:4](=[O:17])[C:5]([F:16])([F:15])[CH2:6][NH:7][CH2:8][CH2:9][C:10]1[S:11][CH:12]=[CH:13][CH:14]=1)[CH3:2].[Cl:18][C:19]1[N:24]=[C:23](Cl)[C:22]([N+:26]([O-:28])=[O:27])=[CH:21][N:20]=1.C(=O)(O)[O-].[Na+], predict the reaction product. The product is: [CH2:1]([O:3][C:4](=[O:17])[C:5]([F:15])([F:16])[CH2:6][N:7]([C:21]1[C:22]([N+:26]([O-:28])=[O:27])=[CH:23][N:24]=[C:19]([Cl:18])[N:20]=1)[CH2:8][CH2:9][C:10]1[S:11][CH:12]=[CH:13][CH:14]=1)[CH3:2]. (5) Given the reactants O[NH:2][C:3](=[O:12])[C:4]1[CH:9]=[CH:8][C:7]([CH3:10])=[CH:6][C:5]=1[OH:11].C(N(CC)CC)C.S(Cl)(Cl)=O.Cl, predict the reaction product. The product is: [CH3:10][C:7]1[CH:8]=[CH:9][C:4]2[C:3]([OH:12])=[N:2][O:11][C:5]=2[CH:6]=1. (6) Given the reactants [CH3:1][O:2][C:3]1[CH:8]=[C:7]([C:9]2[S:10][CH:11]=[CH:12][CH:13]=2)[CH:6]=[CH:5][C:4]=1[C:14](=[O:16])[CH3:15].[C:17]([C:20]1[CH:27]=[CH:26][C:23]([CH:24]=O)=[CH:22][CH:21]=1)([OH:19])=[O:18], predict the reaction product. The product is: [CH3:1][O:2][C:3]1[CH:8]=[C:7]([C:9]2[S:10][CH:11]=[CH:12][CH:13]=2)[CH:6]=[CH:5][C:4]=1[C:14](=[O:16])/[CH:15]=[CH:24]/[C:23]1[CH:26]=[CH:27][C:20]([C:17]([OH:19])=[O:18])=[CH:21][CH:22]=1. (7) Given the reactants Cl[C:2]1N2C(=O)NN=C2C(C2C=CC(Cl)=CC=2)=C(C2C=CC(Cl)=CC=2)N=1.[Cl-].ICC.[Cl:30][C:31]1[CH:36]=[CH:35][C:34]([C:37]2[N:42]=[C:41]([N:43]3[CH2:46][C:45]([NH:50][CH2:51][CH3:52])(C(N)=O)[CH2:44]3)[N:40]3[C:53](=[O:58])[N:54]([CH2:56][CH3:57])[N:55]=[C:39]3[C:38]=2[C:59]2[CH:64]=[CH:63][C:62]([Cl:65])=[CH:61][CH:60]=2)=[CH:33][CH:32]=1, predict the reaction product. The product is: [Cl:30][C:31]1[CH:36]=[CH:35][C:34]([C:37]2[N:42]=[C:41]([NH:43][CH2:46][C:45]3[CH:44]=[CH:2][CH:52]=[CH:51][N:50]=3)[N:40]3[C:53](=[O:58])[N:54]([CH2:56][CH3:57])[N:55]=[C:39]3[C:38]=2[C:59]2[CH:60]=[CH:61][C:62]([Cl:65])=[CH:63][CH:64]=2)=[CH:33][CH:32]=1.